From a dataset of Forward reaction prediction with 1.9M reactions from USPTO patents (1976-2016). Predict the product of the given reaction. Given the reactants [Br:1][C:2]1[CH:3]=[C:4]2[C:9](=[CH:10][CH:11]=1)[CH:8]=[C:7]([C:12]([OH:14])=O)[CH:6]=[CH:5]2.[O:15]1[C:20]2[CH:21]=[CH:22][C:23]([NH2:25])=[CH:24][C:19]=2[O:18][CH2:17][CH2:16]1, predict the reaction product. The product is: [O:15]1[C:20]2[CH:21]=[CH:22][C:23]([NH:25][C:12]([C:7]3[CH:6]=[CH:5][C:4]4[C:9](=[CH:10][CH:11]=[C:2]([Br:1])[CH:3]=4)[CH:8]=3)=[O:14])=[CH:24][C:19]=2[O:18][CH2:17][CH2:16]1.